Dataset: Reaction yield outcomes from USPTO patents with 853,638 reactions. Task: Predict the reaction yield, written as a fraction of the theoretical maximum amount of product (1.0 means a 100% yield; for example, 0.34 means a 34% yield). The reactants are C([Si](C)(C)[O:6][CH2:7][CH2:8][CH2:9][CH2:10][N:11]1[CH:16]=[C:15]([C:17]([F:20])([F:19])[F:18])[C:14](=[O:21])[NH:13][C:12]1=[O:22])(C)(C)C.C(O)(C(F)(F)F)=O. The catalyst is C(Cl)Cl. The yield is 0.740. The product is [OH:6][CH2:7][CH2:8][CH2:9][CH2:10][N:11]1[CH:16]=[C:15]([C:17]([F:18])([F:19])[F:20])[C:14](=[O:21])[NH:13][C:12]1=[O:22].